From a dataset of Full USPTO retrosynthesis dataset with 1.9M reactions from patents (1976-2016). Predict the reactants needed to synthesize the given product. (1) Given the product [CH2:1]([C:5]1[CH:10]=[CH:9][C:8]([C@H:11]([C:13](=[O:26])[CH2:14][CH2:15][CH2:16][CH2:17][NH:18][C:19]([O:21][C:22]([CH3:24])([CH3:23])[CH3:25])=[O:20])[CH3:12])=[CH:7][CH:6]=1)[CH:2]([CH3:4])[CH3:3], predict the reactants needed to synthesize it. The reactants are: [CH2:1]([C:5]1[CH:10]=[CH:9][C:8]([CH:11]([C:13](=[O:26])[CH2:14][CH2:15][CH2:16][CH2:17][NH:18][C:19]([O:21][C:22]([CH3:25])([CH3:24])[CH3:23])=[O:20])[CH3:12])=[CH:7][CH:6]=1)[CH:2]([CH3:4])[CH3:3]. (2) Given the product [Cl:8][C:6]1[N:7]=[C:2]([NH:11][C:12]2[CH:17]=[CH:16][CH:15]=[CH:14][CH:13]=2)[C:3](=[O:10])[O:4][C:5]=1[CH3:9], predict the reactants needed to synthesize it. The reactants are: Cl[C:2]1[C:3](=[O:10])[O:4][C:5]([CH3:9])=[C:6]([Cl:8])[N:7]=1.[NH2:11][C:12]1[CH:17]=[CH:16][CH:15]=[CH:14][CH:13]=1.O. (3) Given the product [OH:1][C:2]1[CH:9]=[C:8]([O:10][CH:12]2[CH2:13][CH2:14][CH2:15][CH2:16][O:11]2)[CH:7]=[CH:6][C:3]=1[CH:4]=[O:5], predict the reactants needed to synthesize it. The reactants are: [OH:1][C:2]1[CH:9]=[C:8]([OH:10])[CH:7]=[CH:6][C:3]=1[CH:4]=[O:5].[O:11]1[CH:16]=[CH:15][CH2:14][CH2:13][CH2:12]1. (4) Given the product [OH:19][CH2:18][CH2:17][CH2:16][NH:15][C:14]1[C:5]2[N:6]([C:2]([C:26]#[N:27])=[CH:3][N:4]=2)[C:7]2[C:12]([N:13]=1)=[CH:11][C:10]([O:20][C:21]([F:24])([F:23])[F:22])=[CH:9][CH:8]=2, predict the reactants needed to synthesize it. The reactants are: Br[C:2]1[N:6]2[C:7]3[C:12]([N:13]=[C:14]([NH:15][CH2:16][CH2:17][CH2:18][OH:19])[C:5]2=[N:4][CH:3]=1)=[CH:11][C:10]([O:20][C:21]([F:24])([F:23])[F:22])=[CH:9][CH:8]=3.[Cu](C#N)[C:26]#[N:27]. (5) The reactants are: [F:1][C:2]1[CH:7]=[CH:6][C:5]([CH2:8][C:9](=O)[CH3:10])=[C:4]([N+:12]([O-])=O)[CH:3]=1. Given the product [F:1][C:2]1[CH:3]=[C:4]2[C:5]([CH:8]=[C:9]([CH3:10])[NH:12]2)=[CH:6][CH:7]=1, predict the reactants needed to synthesize it.